Dataset: NCI-60 drug combinations with 297,098 pairs across 59 cell lines. Task: Regression. Given two drug SMILES strings and cell line genomic features, predict the synergy score measuring deviation from expected non-interaction effect. (1) Synergy scores: CSS=-15.2, Synergy_ZIP=14.0, Synergy_Bliss=-2.38, Synergy_Loewe=-8.30, Synergy_HSA=-15.7. Cell line: HCC-2998. Drug 1: CCCS(=O)(=O)NC1=C(C(=C(C=C1)F)C(=O)C2=CNC3=C2C=C(C=N3)C4=CC=C(C=C4)Cl)F. Drug 2: CC1=C(C=C(C=C1)NC(=O)C2=CC=C(C=C2)CN3CCN(CC3)C)NC4=NC=CC(=N4)C5=CN=CC=C5. (2) Drug 1: C1=CC(=C2C(=C1NCCNCCO)C(=O)C3=C(C=CC(=C3C2=O)O)O)NCCNCCO. Drug 2: C1=C(C(=O)NC(=O)N1)F. Cell line: HCC-2998. Synergy scores: CSS=30.7, Synergy_ZIP=-20.6, Synergy_Bliss=-29.1, Synergy_Loewe=-18.1, Synergy_HSA=-18.0. (3) Drug 1: C1CN1C2=NC(=NC(=N2)N3CC3)N4CC4. Drug 2: CC(C)(C#N)C1=CC(=CC(=C1)CN2C=NC=N2)C(C)(C)C#N. Cell line: MCF7. Synergy scores: CSS=17.2, Synergy_ZIP=-7.51, Synergy_Bliss=-1.96, Synergy_Loewe=-1.85, Synergy_HSA=-0.512. (4) Drug 2: CC1=C(C=C(C=C1)C(=O)NC2=CC(=CC(=C2)C(F)(F)F)N3C=C(N=C3)C)NC4=NC=CC(=N4)C5=CN=CC=C5. Synergy scores: CSS=3.28, Synergy_ZIP=-0.423, Synergy_Bliss=2.27, Synergy_Loewe=-0.352, Synergy_HSA=1.09. Cell line: UACC62. Drug 1: CN1C(=O)N2C=NC(=C2N=N1)C(=O)N. (5) Drug 1: COC1=CC(=CC(=C1O)OC)C2C3C(COC3=O)C(C4=CC5=C(C=C24)OCO5)OC6C(C(C7C(O6)COC(O7)C8=CC=CS8)O)O. Drug 2: C1=CC(=CC=C1C#N)C(C2=CC=C(C=C2)C#N)N3C=NC=N3. Cell line: HL-60(TB). Synergy scores: CSS=53.6, Synergy_ZIP=0.420, Synergy_Bliss=-0.0935, Synergy_Loewe=-28.6, Synergy_HSA=0.680.